From a dataset of Forward reaction prediction with 1.9M reactions from USPTO patents (1976-2016). Predict the product of the given reaction. (1) The product is: [CH2:1]([N:5]([C:20]1[CH:29]=[CH:28][C:27]2[C:26]([CH3:31])([CH3:30])[CH2:25][CH2:24][C:23]([CH3:32])([CH3:33])[C:22]=2[CH:21]=1)[C:6](=[O:19])[NH:7][C:8]1[CH:18]=[CH:17][C:11]([C:12]([OH:14])=[O:13])=[CH:10][CH:9]=1)[CH2:2][CH2:3][CH3:4]. Given the reactants [CH2:1]([N:5]([C:20]1[CH:29]=[CH:28][C:27]2[C:26]([CH3:31])([CH3:30])[CH2:25][CH2:24][C:23]([CH3:33])([CH3:32])[C:22]=2[CH:21]=1)[C:6](=[O:19])[NH:7][C:8]1[CH:18]=[CH:17][C:11]([C:12]([O:14]CC)=[O:13])=[CH:10][CH:9]=1)[CH2:2][CH2:3][CH3:4].[OH-].[Li+], predict the reaction product. (2) The product is: [NH2:1][C:2]1[C:11]([CH3:12])=[CH:10][C:9]([C:14]#[N:15])=[CH:8][C:3]=1[C:4]([NH:6][CH3:7])=[O:5]. Given the reactants [NH2:1][C:2]1[C:11]([CH3:12])=[CH:10][C:9](Br)=[CH:8][C:3]=1[C:4]([NH:6][CH3:7])=[O:5].[C-:14]#[N:15].[Na+].O=O.C1(OC)C=CC=CC=1, predict the reaction product.